From a dataset of Peptide-MHC class I binding affinity with 185,985 pairs from IEDB/IMGT. Regression. Given a peptide amino acid sequence and an MHC pseudo amino acid sequence, predict their binding affinity value. This is MHC class I binding data. (1) The peptide sequence is AARILSEKR. The MHC is HLA-A11:01 with pseudo-sequence HLA-A11:01. The binding affinity (normalized) is 0.195. (2) The peptide sequence is KELVFKFGL. The MHC is Mamu-B08 with pseudo-sequence Mamu-B08. The binding affinity (normalized) is 0.151. (3) The peptide sequence is VLQWASLAV. The MHC is HLA-B40:02 with pseudo-sequence HLA-B40:02. The binding affinity (normalized) is 0.321.